This data is from Reaction yield outcomes from USPTO patents with 853,638 reactions. The task is: Predict the reaction yield, written as a fraction of the theoretical maximum amount of product (1.0 means a 100% yield; for example, 0.34 means a 34% yield). (1) The reactants are Cl[C:2]1[N:3]=[C:4]([O:11][C:12]2[C:17]([CH3:18])=[CH:16][C:15]([CH3:19])=[CH:14][C:13]=2[CH3:20])[C:5]2[S:10][CH:9]=[CH:8][C:6]=2[N:7]=1.C(O)(C(F)(F)F)=O.[NH2:28][C:29]1[CH:36]=[CH:35][C:32]([C:33]#[N:34])=[CH:31][CH:30]=1. The catalyst is C(OCC)(=O)C. The product is [C:13]1([CH3:20])[CH:14]=[C:15]([CH3:19])[CH:16]=[C:17]([CH3:18])[C:12]=1[O:11][C:4]1[C:5]2[S:10][CH:9]=[CH:8][C:6]=2[N:7]=[C:2]([NH:28][C:29]2[CH:36]=[CH:35][C:32]([C:33]#[N:34])=[CH:31][CH:30]=2)[N:3]=1. The yield is 0.630. (2) The reactants are [CH3:1][O:2][C:3]1[CH:8]=[CH:7][N:6]=[C:5]2[NH:9][CH:10]=[C:11]([CH:12]([C:18]3[CH:23]=[CH:22][CH:21]=[CH:20][CH:19]=3)[CH2:13][C:14]([NH:16][CH3:17])=O)[C:4]=12.[H-].[H-].[H-].[H-].[Li+].[Al+3]. The catalyst is C1COCC1. The product is [CH3:1][O:2][C:3]1[CH:8]=[CH:7][N:6]=[C:5]2[NH:9][CH:10]=[C:11]([CH:12]([C:18]3[CH:23]=[CH:22][CH:21]=[CH:20][CH:19]=3)[CH2:13][CH2:14][NH:16][CH3:17])[C:4]=12. The yield is 0.610. (3) The reactants are [Cl:1][C:2]1[CH:7]=[CH:6][CH:5]=[C:4]([N+:8]([O-:10])=[O:9])[C:3]=1Cl.[C:12]([O:16][C:17]([N:19]1[CH2:24][CH2:23][NH:22][CH2:21][CH2:20]1)=[O:18])([CH3:15])([CH3:14])[CH3:13].C([O-])([O-])=O.[K+].[K+]. The catalyst is C(#N)C. The product is [C:12]([O:16][C:17]([N:19]1[CH2:24][CH2:23][N:22]([C:3]2[C:4]([N+:8]([O-:10])=[O:9])=[CH:5][CH:6]=[CH:7][C:2]=2[Cl:1])[CH2:21][CH2:20]1)=[O:18])([CH3:15])([CH3:13])[CH3:14]. The yield is 0.700. (4) The catalyst is C(#N)C. The yield is 0.880. The reactants are CS(O[CH:6]1[CH2:10][CH2:9][N:8]([C:11]2[CH:16]=[CH:15][C:14]([Br:17])=[CH:13][N:12]=2)[CH2:7]1)(=O)=O.[CH3:18][NH:19][CH2:20][CH3:21]. The product is [Br:17][C:14]1[CH:15]=[CH:16][C:11]([N:8]2[CH2:9][CH2:10][CH:6]([N:19]([CH2:20][CH3:21])[CH3:18])[CH2:7]2)=[N:12][CH:13]=1. (5) The reactants are [NH2:1][C:2]1[CH:30]=[CH:29][C:5]([O:6][C:7]2[CH:12]=[CH:11][N:10]=[C:9]3[CH:13]=[C:14]([C:16]4[N:17]([CH3:28])[C:18]([CH2:21][N:22]5[CH2:26][CH2:25][CH2:24][C:23]5=[O:27])=[CH:19][N:20]=4)[S:15][C:8]=23)=[C:4]([F:31])[CH:3]=1.ClC(Cl)(O[C:36](=[O:42])OC(Cl)(Cl)Cl)Cl.[CH:44]1([NH2:47])[CH2:46][CH2:45]1. The catalyst is C1COCC1. The product is [CH:44]1([NH:47][C:36]([NH:1][C:2]2[CH:30]=[CH:29][C:5]([O:6][C:7]3[CH:12]=[CH:11][N:10]=[C:9]4[CH:13]=[C:14]([C:16]5[N:17]([CH3:28])[C:18]([CH2:21][N:22]6[CH2:26][CH2:25][CH2:24][C:23]6=[O:27])=[CH:19][N:20]=5)[S:15][C:8]=34)=[C:4]([F:31])[CH:3]=2)=[O:42])[CH2:46][CH2:45]1. The yield is 0.510. (6) The reactants are [CH2:1]([O:8][C:9]1[CH:18]=[CH:17][C:12]([C:13]([O:15][CH3:16])=[O:14])=[CH:11][C:10]=1Br)[C:2]1[CH:7]=[CH:6][CH:5]=[CH:4][CH:3]=1.C(=O)([O-])[O-].[Cs+].[Cs+].[CH3:26]/[C:27](/B(O)O)=[CH:28]/[CH3:29].O. The catalyst is O1CCCC1. The product is [CH2:1]([O:8][C:9]1[CH:18]=[CH:17][C:12]([C:13]([O:15][CH3:16])=[O:14])=[CH:11][C:10]=1/[C:27](/[CH3:26])=[CH:28]\[CH3:29])[C:2]1[CH:7]=[CH:6][CH:5]=[CH:4][CH:3]=1. The yield is 0.410. (7) The reactants are [CH3:1][N:2]([CH3:25])[C:3]1[CH:12]=[C:11]2[C:6]([CH:7]=[C:8]3[CH2:23][CH2:22][C:21](=[O:24])[C:9]3=[C:10]2[C:13]2[CH:18]=[CH:17][C:16]([CH2:19][OH:20])=[CH:15][CH:14]=2)=[CH:5][CH:4]=1.C1CCC(N=C=NC2CCCCC2)CC1.[C:41](O)(=[O:52])[CH2:42][CH2:43][CH2:44][CH2:45][CH2:46][CH2:47][CH2:48][CH2:49][CH:50]=[CH2:51]. The catalyst is CN(C1C=CN=CC=1)C.C(Cl)Cl. The product is [C:41]([O:20][CH2:19][C:16]1[CH:15]=[CH:14][C:13]([C:10]2[C:11]3[C:6](=[CH:5][CH:4]=[C:3]([N:2]([CH3:25])[CH3:1])[CH:12]=3)[CH:7]=[C:8]3[CH2:23][CH2:22][C:21](=[O:24])[C:9]=23)=[CH:18][CH:17]=1)(=[O:52])[CH2:42][CH2:43][CH2:44][CH2:45][CH2:46][CH2:47][CH2:48][CH2:49][CH:50]=[CH2:51]. The yield is 0.600. (8) The reactants are [CH3:1][C:2]1([CH3:18])[CH:8]([CH3:9])[CH2:7][CH:6]([CH:10]2[CH2:16]CCCCC2)[C:5](=[O:17])[CH2:4][CH2:3]1.O1CCCC1. The catalyst is O. The product is [C:4]([C:5]1([OH:17])[CH2:9][CH:8]2[CH2:7][CH:6]1[CH:10]([CH3:16])[C:2]2([CH3:1])[CH3:18])#[CH:3]. The yield is 0.750.